From a dataset of Forward reaction prediction with 1.9M reactions from USPTO patents (1976-2016). Predict the product of the given reaction. (1) Given the reactants [H-].[Na+].[CH3:3][C:4]1[C:13]([CH3:14])=[C:12](O)[C:11]2[C:6](=[C:7]([F:20])[CH:8]=[C:9]([C:16]([CH3:19])([CH3:18])[CH3:17])[CH:10]=2)[N:5]=1.Cl[C:22]([O:24][CH2:25][CH2:26][CH2:27][CH3:28])=[O:23], predict the reaction product. The product is: [CH3:3][C:4]1[C:13]([CH3:14])=[C:12]([C:22]([O:24][CH2:25][CH2:26][CH2:27][CH3:28])=[O:23])[C:11]2[C:6](=[C:7]([F:20])[CH:8]=[C:9]([C:16]([CH3:19])([CH3:18])[CH3:17])[CH:10]=2)[N:5]=1. (2) Given the reactants CO[C:3]1([C:8]2[CH:13]=[CH:12][C:11]([S:14][CH3:15])=[CH:10][CH:9]=2)[C:5]([CH3:7])([CH3:6])[O:4]1.[NH:16]1[CH2:21][CH2:20][NH:19][CH2:18][CH2:17]1, predict the reaction product. The product is: [CH3:6][C:5]([N:16]1[CH2:21][CH2:20][NH:19][CH2:18][CH2:17]1)([CH3:7])[C:3]([C:8]1[CH:13]=[CH:12][C:11]([S:14][CH3:15])=[CH:10][CH:9]=1)=[O:4]. (3) Given the reactants [Cl:1][C:2]1[CH:3]=[N:4][CH:5]=[C:6]([Cl:20])[C:7]=1[S:8][C:9]1[S:13][C:12]([C:14]([OH:16])=O)=[CH:11][C:10]=1[N+:17]([O-:19])=[O:18].[Si:21]([O:28][CH2:29][CH2:30][CH2:31][NH2:32])([C:24]([CH3:27])([CH3:26])[CH3:25])([CH3:23])[CH3:22], predict the reaction product. The product is: [Si:21]([O:28][CH2:29][CH2:30][CH2:31][NH:32][C:14]([C:12]1[S:13][C:9]([S:8][C:7]2[C:6]([Cl:20])=[CH:5][N:4]=[CH:3][C:2]=2[Cl:1])=[C:10]([N+:17]([O-:19])=[O:18])[CH:11]=1)=[O:16])([C:24]([CH3:26])([CH3:27])[CH3:25])([CH3:23])[CH3:22].